This data is from Forward reaction prediction with 1.9M reactions from USPTO patents (1976-2016). The task is: Predict the product of the given reaction. (1) Given the reactants Cl.[C:2]1([N:8]2[C:12]([NH:13][C:14]([NH:16][C@H:17]3[C@H:21]([C:22]4[CH:27]=[CH:26][CH:25]=[CH:24][CH:23]=4)[CH2:20][NH:19][CH2:18]3)=[O:15])=[C:11]3[CH2:28][CH2:29][CH2:30][C:10]3=[N:9]2)[CH:7]=[CH:6][CH:5]=[CH:4][CH:3]=1.C(N(C(C)C)C(C)C)C.Br[CH2:41][CH2:42][O:43][C:44]([F:47])([F:46])[F:45], predict the reaction product. The product is: [C:22]1([C@@H:21]2[CH2:20][N:19]([CH2:41][CH2:42][O:43][C:44]([F:47])([F:46])[F:45])[CH2:18][C@H:17]2[NH:16][C:14]([NH:13][C:12]2[N:8]([C:2]3[CH:7]=[CH:6][CH:5]=[CH:4][CH:3]=3)[N:9]=[C:10]3[CH2:30][CH2:29][CH2:28][C:11]=23)=[O:15])[CH:23]=[CH:24][CH:25]=[CH:26][CH:27]=1. (2) The product is: [Br:26][C:19]1[CH:20]=[C:15]([C:6]2[N:5]([CH2:4][C:3]3[CH:21]=[C:22]([Cl:25])[CH:23]=[CH:24][C:2]=3[Cl:1])[C:9]([C:10]([O:12][CH2:13][CH3:14])=[O:11])=[CH:8][N:7]=2)[CH:16]=[N:17][CH:18]=1. Given the reactants [Cl:1][C:2]1[CH:24]=[CH:23][C:22]([Cl:25])=[CH:21][C:3]=1[CH2:4][N:5]1[C:9]([C:10]([O:12][CH2:13][CH3:14])=[O:11])=[CH:8][N:7]=[C:6]1[C:15]1[CH:16]=[N:17][CH:18]=[CH:19][CH:20]=1.[Br:26]N1C(=O)CCC1=O.O, predict the reaction product.